This data is from Reaction yield outcomes from USPTO patents with 853,638 reactions. The task is: Predict the reaction yield, written as a fraction of the theoretical maximum amount of product (1.0 means a 100% yield; for example, 0.34 means a 34% yield). (1) The reactants are [Cl:1][C:2]1[CH:3]=[C:4]([CH:7]=[CH:8][CH:9]=1)[CH2:5]Br.[Cl:10][C:11]1[N:16]=[C:15](Cl)[CH:14]=[C:13]([Cl:18])[N:12]=1. No catalyst specified. The product is [Cl:10][C:11]1[N:12]=[C:13]([Cl:18])[CH:14]=[C:15]([CH2:5][C:4]2[CH:7]=[CH:8][CH:9]=[C:2]([Cl:1])[CH:3]=2)[N:16]=1. The yield is 0.260. (2) The reactants are Cl.[F:2][C:3]1[CH:4]=[C:5]([CH:9]=[CH:10][C:11]=1[CH3:12])[C:6]([NH2:8])=[NH:7].[Cl:13][C:14]1[CH:15]=[C:16]([S:21](Cl)(=[O:23])=[O:22])[CH:17]=[CH:18][C:19]=1[F:20].CN1CCOCC1. The catalyst is C1COCC1. The product is [Cl:13][C:14]1[CH:15]=[C:16]([S:21]([NH:7][C:6](=[NH:8])[C:5]2[CH:9]=[CH:10][C:11]([CH3:12])=[C:3]([F:2])[CH:4]=2)(=[O:22])=[O:23])[CH:17]=[CH:18][C:19]=1[F:20]. The yield is 0.360. (3) The reactants are [F:1][C:2]([F:14])([F:13])[C:3]([NH:5][NH:6][C:7]1[CH:12]=[N:11][CH:10]=[CH:9][N:8]=1)=O.[NH4+].[OH-]. The catalyst is O. The product is [F:1][C:2]([F:14])([F:13])[C:3]1[N:8]2[CH:9]=[CH:10][N:11]=[CH:12][C:7]2=[N:6][N:5]=1. The yield is 0.320. (4) The product is [F:29][C:27]1[CH:26]=[C:25]([F:30])[CH:24]=[C:23]2[C:28]=1[CH:19]([NH:1][C:2]1[C:3]3[N:4]([CH:14]=[C:15]([CH3:17])[N:16]=3)[CH:5]=[C:6]([C:8]([O:10][CH:11]([CH3:13])[CH3:12])=[O:9])[CH:7]=1)[CH2:20][CH2:21][O:22]2. The yield is 0.820. No catalyst specified. The reactants are [NH2:1][C:2]1[C:3]2[N:4]([CH:14]=[C:15]([CH3:17])[N:16]=2)[CH:5]=[C:6]([C:8]([O:10][CH:11]([CH3:13])[CH3:12])=[O:9])[CH:7]=1.Cl[CH:19]1[C:28]2[C:23](=[CH:24][C:25]([F:30])=[CH:26][C:27]=2[F:29])[O:22][CH2:21][CH2:20]1. (5) The reactants are [C:1]([O:7][CH2:8][N:9]1[C:13]2[N:14]=[CH:15][N:16]=[C:17]([C:18]3[CH:19]=[N:20][N:21]([CH:23]([CH:27]4[CH2:31][CH2:30][CH2:29][CH2:28]4)[CH2:24][C:25]#[N:26])[CH:22]=3)[C:12]=2[CH:11]=[CH:10]1)(=[O:6])[C:2]([CH3:5])([CH3:4])[CH3:3].C[Si](CCOCCl)(C)C.ClC1N=CNC2=NC=CC=12. The catalyst is C(O)C. The product is [C:1]([O:7][CH2:8][N:9]1[C:13]2[N:14]=[CH:15][N:16]=[C:17]([C:18]3[CH:19]=[N:20][N:21]([C@@H:23]([CH:27]4[CH2:31][CH2:30][CH2:29][CH2:28]4)[CH2:24][C:25]#[N:26])[CH:22]=3)[C:12]=2[CH:11]=[CH:10]1)(=[O:6])[C:2]([CH3:4])([CH3:5])[CH3:3].[C:1]([O:7][CH2:8][N:9]1[C:13]2[N:14]=[CH:15][N:16]=[C:17]([C:18]3[CH:19]=[N:20][N:21]([C@H:23]([CH:27]4[CH2:31][CH2:30][CH2:29][CH2:28]4)[CH2:24][C:25]#[N:26])[CH:22]=3)[C:12]=2[CH:11]=[CH:10]1)(=[O:6])[C:2]([CH3:4])([CH3:5])[CH3:3]. The yield is 0.908. (6) The reactants are [I:1][C:2]1[CH:3]=[C:4]([CH:6]=[CH:7][CH:8]=1)[NH2:5].Br[CH2:10][CH2:11][OH:12].C([O-])(O)=O.[Na+]. The catalyst is O. The product is [I:1][C:2]1[CH:3]=[C:4]([NH:5][CH2:10][CH2:11][OH:12])[CH:6]=[CH:7][CH:8]=1. The yield is 0.386.